From a dataset of NCI-60 drug combinations with 297,098 pairs across 59 cell lines. Regression. Given two drug SMILES strings and cell line genomic features, predict the synergy score measuring deviation from expected non-interaction effect. (1) Drug 1: CC12CCC(CC1=CCC3C2CCC4(C3CC=C4C5=CN=CC=C5)C)O. Drug 2: CC1=CC2C(CCC3(C2CCC3(C(=O)C)OC(=O)C)C)C4(C1=CC(=O)CC4)C. Cell line: HL-60(TB). Synergy scores: CSS=-2.70, Synergy_ZIP=4.01, Synergy_Bliss=7.20, Synergy_Loewe=0.799, Synergy_HSA=1.38. (2) Drug 2: CC1CCCC2(C(O2)CC(NC(=O)CC(C(C(=O)C(C1O)C)(C)C)O)C(=CC3=CSC(=N3)C)C)C. Synergy scores: CSS=34.2, Synergy_ZIP=1.67, Synergy_Bliss=-0.133, Synergy_Loewe=-1.00, Synergy_HSA=-0.639. Cell line: TK-10. Drug 1: C1=CC(=CC=C1CCC2=CNC3=C2C(=O)NC(=N3)N)C(=O)NC(CCC(=O)O)C(=O)O. (3) Drug 1: CC(C)(C#N)C1=CC(=CC(=C1)CN2C=NC=N2)C(C)(C)C#N. Drug 2: C1C(C(OC1N2C=NC(=NC2=O)N)CO)O. Cell line: K-562. Synergy scores: CSS=40.2, Synergy_ZIP=4.48, Synergy_Bliss=0.301, Synergy_Loewe=12.7, Synergy_HSA=8.84. (4) Cell line: CCRF-CEM. Synergy scores: CSS=37.3, Synergy_ZIP=1.62, Synergy_Bliss=1.04, Synergy_Loewe=-36.3, Synergy_HSA=1.22. Drug 1: N.N.Cl[Pt+2]Cl. Drug 2: CC1C(C(CC(O1)OC2CC(CC3=C2C(=C4C(=C3O)C(=O)C5=CC=CC=C5C4=O)O)(C(=O)C)O)N)O. (5) Drug 1: CC(C1=C(C=CC(=C1Cl)F)Cl)OC2=C(N=CC(=C2)C3=CN(N=C3)C4CCNCC4)N. Drug 2: CCN(CC)CCNC(=O)C1=C(NC(=C1C)C=C2C3=C(C=CC(=C3)F)NC2=O)C. Cell line: NCI-H226. Synergy scores: CSS=3.45, Synergy_ZIP=0.263, Synergy_Bliss=4.98, Synergy_Loewe=0.454, Synergy_HSA=1.90. (6) Drug 1: C1=NC2=C(N=C(N=C2N1C3C(C(C(O3)CO)O)F)Cl)N. Drug 2: CC12CCC3C(C1CCC2OP(=O)(O)O)CCC4=C3C=CC(=C4)OC(=O)N(CCCl)CCCl.[Na+]. Cell line: PC-3. Synergy scores: CSS=0.804, Synergy_ZIP=-1.79, Synergy_Bliss=-4.81, Synergy_Loewe=-5.54, Synergy_HSA=-6.10. (7) Drug 1: CC1=C(C=C(C=C1)NC2=NC=CC(=N2)N(C)C3=CC4=NN(C(=C4C=C3)C)C)S(=O)(=O)N.Cl. Drug 2: CC1CCC2CC(C(=CC=CC=CC(CC(C(=O)C(C(C(=CC(C(=O)CC(OC(=O)C3CCCCN3C(=O)C(=O)C1(O2)O)C(C)CC4CCC(C(C4)OC)O)C)C)O)OC)C)C)C)OC. Cell line: SNB-75. Synergy scores: CSS=17.7, Synergy_ZIP=-0.672, Synergy_Bliss=3.16, Synergy_Loewe=0.770, Synergy_HSA=4.79.